This data is from Full USPTO retrosynthesis dataset with 1.9M reactions from patents (1976-2016). The task is: Predict the reactants needed to synthesize the given product. (1) Given the product [CH3:18][S:19]([N:2]1[CH2:3][CH2:4][CH:5]2[CH:10]([CH2:9][CH2:8][CH2:7][CH2:6]2)[CH2:1]1)=[O:20], predict the reactants needed to synthesize it. The reactants are: [CH2:1]1[CH:10]2[CH:5]([CH2:6][CH2:7][CH2:8][CH2:9]2)[CH2:4][CH2:3][NH:2]1.C(N(CC)CC)C.[CH3:18][S:19](Cl)=[O:20]. (2) The reactants are: Br[C:2]1[CH:7]=[CH:6][C:5]([N:8]2[C:12]([CH2:13][C@@H:14]3[CH2:18][CH2:17][N:16]([C:19]([CH:21]4[CH2:23][CH2:22]4)=[O:20])[CH2:15]3)=[N:11][NH:10][C:9]2=[O:24])=[CH:4][CH:3]=1.[NH:25]1[C:33]2[C:28](=[C:29](B(O)O)[CH:30]=[CH:31][CH:32]=2)[CH:27]=[CH:26]1.C(=O)([O-])[O-].[K+].[K+]. Given the product [CH:21]1([C:19]([N:16]2[CH2:17][CH2:18][C@@H:14]([CH2:13][C:12]3[N:8]([C:5]4[CH:6]=[CH:7][C:2]([C:29]5[CH:30]=[CH:31][CH:32]=[C:33]6[C:28]=5[CH:27]=[CH:26][NH:25]6)=[CH:3][CH:4]=4)[C:9](=[O:24])[NH:10][N:11]=3)[CH2:15]2)=[O:20])[CH2:23][CH2:22]1, predict the reactants needed to synthesize it. (3) Given the product [Br:9][C:8]1[C:3]([O:2][CH3:1])=[CH:4][C:5]([C:14]2[O:13][CH:17]=[CH:16][CH:15]=2)=[CH:6][C:7]=1[O:10][CH3:11], predict the reactants needed to synthesize it. The reactants are: [CH3:1][O:2][C:3]1[CH:4]=[C:5](I)[CH:6]=[C:7]([O:10][CH3:11])[C:8]=1[Br:9].[O:13]1[CH:17]=[CH:16][CH:15]=[C:14]1B(O)O.C([O-])([O-])=O.[Na+].[Na+].C1COCC1. (4) Given the product [CH3:1][O:2][C:3]1[CH:28]=[CH:27][C:26]([C:29]([F:32])([F:31])[F:30])=[CH:25][C:4]=1[C:5]([N:7]1[CH2:11][CH2:10][C:9]([CH2:12][CH2:13][N:50]2[CH2:51][CH2:52][CH2:53][N:47]([C:39]3[N:38]([CH2:37][CH2:36][O:35][CH2:33][CH3:34])[C:42]4[CH:43]=[CH:44][CH:45]=[CH:46][C:41]=4[N:40]=3)[CH2:48][CH2:49]2)([C:19]2[CH:24]=[CH:23][CH:22]=[CH:21][CH:20]=2)[CH2:8]1)=[O:6], predict the reactants needed to synthesize it. The reactants are: [CH3:1][O:2][C:3]1[CH:28]=[CH:27][C:26]([C:29]([F:32])([F:31])[F:30])=[CH:25][C:4]=1[C:5]([N:7]1[CH2:11][CH2:10][C:9]([C:19]2[CH:24]=[CH:23][CH:22]=[CH:21][CH:20]=2)([CH2:12][CH2:13]OS(C)(=O)=O)[CH2:8]1)=[O:6].[CH2:33]([O:35][CH2:36][CH2:37][N:38]1[C:42]2[CH:43]=[CH:44][CH:45]=[CH:46][C:41]=2[N:40]=[C:39]1[N:47]1[CH2:53][CH2:52][CH2:51][NH:50][CH2:49][CH2:48]1)[CH3:34]. (5) Given the product [ClH:8].[NH2:1][CH2:2][CH:3]([OH:4])[C:5]([O:7][CH3:9])=[O:6], predict the reactants needed to synthesize it. The reactants are: [NH2:1][CH2:2][CH:3]([C:5]([OH:7])=[O:6])[OH:4].[ClH:8].[CH3:9]O. (6) Given the product [Cl:22][CH:23]([C:27]1[CH:32]=[CH:31][CH:30]=[CH:29][CH:28]=1)[C:24]([N:1]1[CH2:2][CH2:3][C:4]2([O:11][C:10]3[C:12]4[C:17]([C:18](=[O:21])[C:19](=[O:20])[C:9]=3[S:8][CH2:7]2)=[CH:16][CH:15]=[CH:14][CH:13]=4)[CH2:5][CH2:6]1)=[O:25], predict the reactants needed to synthesize it. The reactants are: [NH:1]1[CH2:6][CH2:5][C:4]2([O:11][C:10]3[C:12]4[C:17]([C:18](=[O:21])[C:19](=[O:20])[C:9]=3[S:8][CH2:7]2)=[CH:16][CH:15]=[CH:14][CH:13]=4)[CH2:3][CH2:2]1.[Cl:22][CH:23]([C:27]1[CH:32]=[CH:31][CH:30]=[CH:29][CH:28]=1)[C:24](Cl)=[O:25]. (7) Given the product [CH3:12][O:11][C:8]1[CH:9]=[CH:10][C:5]([CH2:4][N:1]2[CH:19]=[C:18]([CH2:17][CH2:16][CH2:15][CH2:14][C:13]([OH:21])=[O:20])[N:3]=[N:2]2)=[CH:6][CH:7]=1, predict the reactants needed to synthesize it. The reactants are: [N:1]([CH2:4][C:5]1[CH:10]=[CH:9][C:8]([O:11][CH3:12])=[CH:7][CH:6]=1)=[N+:2]=[N-:3].[C:13]([OH:21])(=[O:20])[CH2:14][CH2:15][CH2:16][CH2:17][C:18]#[CH:19].O.O=C1O[C@H]([C@H](CO)O)C([O-])=C1O.[Na+].[Cl-].[Na+]. (8) Given the product [Cl:3][C:4]1[C:5]([F:35])=[C:6]([NH:10][C:11]2[C:20]3[C:15](=[CH:16][C:17]([O:33][CH3:34])=[C:18]([O:21][C@@H:22]4[CH2:27][CH2:26][N:25]([CH3:28])[C@H:24]([C:29]([OH:31])=[O:30])[CH2:23]4)[CH:19]=3)[N:14]=[CH:13][N:12]=2)[CH:7]=[CH:8][CH:9]=1, predict the reactants needed to synthesize it. The reactants are: [OH-].[Na+].[Cl:3][C:4]1[C:5]([F:35])=[C:6]([NH:10][C:11]2[C:20]3[C:15](=[CH:16][C:17]([O:33][CH3:34])=[C:18]([O:21][C@@H:22]4[CH2:27][CH2:26][N:25]([CH3:28])[C@H:24]([C:29]([O:31]C)=[O:30])[CH2:23]4)[CH:19]=3)[N:14]=[CH:13][N:12]=2)[CH:7]=[CH:8][CH:9]=1. (9) The reactants are: Br[C:2]1[N:7]=[C:6]2[C:8]([C:20]3[CH:25]=[C:24]([Cl:26])[N:23]=[C:22]([NH:27][CH:28]4[CH2:33][CH2:32][CH2:31][CH2:30][CH2:29]4)[CH:21]=3)=[CH:9][N:10](S(C3C=CC=CC=3)(=O)=O)[C:5]2=[N:4][CH:3]=1.[C:34]1(B(O)O)[CH:39]=[CH:38][CH:37]=[CH:36][CH:35]=1.COCCOC.O.CCO.C([O-])([O-])=O.[Na+].[Na+]. Given the product [Cl:26][C:24]1[N:23]=[C:22]([NH:27][CH:28]2[CH2:29][CH2:30][CH2:31][CH2:32][CH2:33]2)[CH:21]=[C:20]([C:8]2[C:6]3[C:5](=[N:4][CH:3]=[C:2]([C:34]4[CH:39]=[CH:38][CH:37]=[CH:36][CH:35]=4)[N:7]=3)[NH:10][CH:9]=2)[CH:25]=1, predict the reactants needed to synthesize it.